Dataset: Full USPTO retrosynthesis dataset with 1.9M reactions from patents (1976-2016). Task: Predict the reactants needed to synthesize the given product. (1) Given the product [F:1][C:2]1[CH:23]=[C:22]([NH2:24])[CH:21]=[CH:20][C:3]=1[O:4][C:5]1[C:6]2[NH:13][C:12]([C:14]3[CH:19]=[CH:18][CH:17]=[CH:16][CH:15]=3)=[CH:11][C:7]=2[N:8]=[CH:9][N:10]=1, predict the reactants needed to synthesize it. The reactants are: [F:1][C:2]1[CH:23]=[C:22]([N+:24]([O-])=O)[CH:21]=[CH:20][C:3]=1[O:4][C:5]1[C:6]2[NH:13][C:12]([C:14]3[CH:19]=[CH:18][CH:17]=[CH:16][CH:15]=3)=[CH:11][C:7]=2[N:8]=[CH:9][N:10]=1. (2) Given the product [C:43]([C:12]1[N:13]=[CH:14][C:15]([C:28]([N:26]2[CH2:27][CH2:55][CH:50]([O:49][C:48]3[N:47]=[CH:46][N:45]=[C:44]4[N:40]([C:37]5[CH:36]=[CH:35][C:34]([S:31]([CH3:30])(=[O:32])=[O:33])=[CH:39][CH:38]=5)[N:41]=[CH:42][C:43]=34)[CH2:51][CH2:25]2)=[O:29])=[CH:16][CH:11]=1)([CH3:44])([CH3:48])[CH3:42], predict the reactants needed to synthesize it. The reactants are: F[P-](F)(F)(F)(F)F.N1(OC(N(C)C)=[N+](C)C)[C:12]2[N:13]=[CH:14][CH:15]=[CH:16][C:11]=2N=N1.[CH3:25][N:26]([CH:28]=[O:29])[CH3:27].[CH3:30][S:31]([C:34]1[CH:39]=[CH:38][C:37]([N:40]2[C:44]3=[N:45][CH:46]=[N:47][C:48]([O:49][CH:50]4[CH2:55]CNC[CH2:51]4)=[C:43]3[CH:42]=[N:41]2)=[CH:36][CH:35]=1)(=[O:33])=[O:32].